Task: Predict the reactants needed to synthesize the given product.. Dataset: Full USPTO retrosynthesis dataset with 1.9M reactions from patents (1976-2016) (1) Given the product [NH2:1][C:2]1[O:3][C:4]2[C:9]([CH:10]([C:14]3[CH:19]=[C:18]([O:20][CH3:21])[C:17]([O:22][CH3:23])=[C:16]([Br:24])[CH:15]=3)[C:11]=1[C:12]#[N:13])=[CH:8][CH:7]=[C:6]1[C:25]([NH:29][CH3:30])=[CH:26][CH:27]=[CH:28][C:5]=21, predict the reactants needed to synthesize it. The reactants are: [NH2:1][C:2]1[O:3][C:4]2[C:9]([CH:10]([C:14]3[CH:19]=[C:18]([O:20][CH3:21])[C:17]([O:22][CH3:23])=[C:16]([Br:24])[CH:15]=3)[C:11]=1[C:12]#[N:13])=[CH:8][CH:7]=[C:6]1[C:25]([NH2:29])=[CH:26][CH:27]=[CH:28][C:5]=21.[C:30](=O)([O-])[O-].[K+].[K+].IC. (2) Given the product [CH3:30][S:31]([C:2]1[CH:3]=[C:4]([C:8]2[NH:29][C:11]3=[N:12][C:13]([N:16]4[CH2:21][CH2:20][CH2:19][C@@H:18]([C:22]([N:24]5[CH2:28][CH2:27][CH2:26][CH2:25]5)=[O:23])[CH2:17]4)=[CH:14][CH:15]=[C:10]3[N:9]=2)[CH:5]=[N:6][CH:7]=1)(=[O:33])=[O:32], predict the reactants needed to synthesize it. The reactants are: Br[C:2]1[CH:3]=[C:4]([C:8]2[NH:29][C:11]3=[N:12][C:13]([N:16]4[CH2:21][CH2:20][CH2:19][CH:18]([C:22]([N:24]5[CH2:28][CH2:27][CH2:26][CH2:25]5)=[O:23])[CH2:17]4)=[CH:14][CH:15]=[C:10]3[N:9]=2)[CH:5]=[N:6][CH:7]=1.[CH3:30][S:31]([O-:33])=[O:32].[Na+].N1CCC[C@H]1C(O)=O.[OH-].[Na+].